From a dataset of Full USPTO retrosynthesis dataset with 1.9M reactions from patents (1976-2016). Predict the reactants needed to synthesize the given product. (1) Given the product [F:10][C:11]1[CH:16]=[CH:15][C:14]([O:17][CH2:7][C:6]([O:5][C:1]([CH3:4])([CH3:3])[CH3:2])=[O:9])=[CH:13][CH:12]=1, predict the reactants needed to synthesize it. The reactants are: [C:1]([O:5][C:6](=[O:9])[CH2:7]Br)([CH3:4])([CH3:3])[CH3:2].[F:10][C:11]1[CH:16]=[CH:15][C:14]([OH:17])=[CH:13][CH:12]=1.[OH-].[Na+]. (2) Given the product [CH3:28][NH:30][C:2]1[N:3]=[C:4]([NH:25][C:24]2[CH:23]=[CH:22][C:21]([N:18]3[CH2:17][CH2:16][N:15]([CH:12]([CH3:13])[CH3:37])[CH2:20][CH2:19]3)=[CH:27][CH:26]=2)[N:5]=[CH:6][N:7]=1, predict the reactants needed to synthesize it. The reactants are: Cl[C:2]1[N:7]=[CH:6][N:5]=[C:4](CN)[N:3]=1.[Na+].[I-].[CH2:12]([N:15]1[CH2:20][CH2:19][N:18]([C:21]2[CH:27]=[CH:26][C:24]([NH2:25])=[CH:23][CH:22]=2)[CH2:17][CH2:16]1)[CH2:13]C.[CH2:28]([N:30](C(C)C)C(C)C)C.[CH3:37]CO. (3) Given the product [C:53]([O:52][C:50](=[O:51])[CH2:49][O:48][C:47]1[CH:57]=[CH:58][C:44]([C:42]([C:41]2[CH:40]=[CH:39][C:38]([O:37][CH2:8][C:9]([NH:11][C:12]3[CH:17]=[CH:16][C:15]([C:18]4[CH:23]=[CH:22][C:21]([CH:24]([CH3:35])[C:25]([O:27][CH2:28][C:29]5[CH:34]=[CH:33][CH:32]=[CH:31][CH:30]=5)=[O:26])=[CH:20][C:19]=4[F:36])=[CH:14][CH:13]=3)=[O:10])=[CH:60][CH:59]=2)=[O:43])=[CH:45][CH:46]=1)([CH3:56])([CH3:54])[CH3:55], predict the reactants needed to synthesize it. The reactants are: C([O-])([O-])=O.[K+].[K+].Cl[CH2:8][C:9]([NH:11][C:12]1[CH:17]=[CH:16][C:15]([C:18]2[CH:23]=[CH:22][C:21]([CH:24]([CH3:35])[C:25]([O:27][CH2:28][C:29]3[CH:34]=[CH:33][CH:32]=[CH:31][CH:30]=3)=[O:26])=[CH:20][C:19]=2[F:36])=[CH:14][CH:13]=1)=[O:10].[OH:37][C:38]1[CH:60]=[CH:59][C:41]([C:42]([C:44]2[CH:58]=[CH:57][C:47]([O:48][CH2:49][C:50]([O:52][C:53]([CH3:56])([CH3:55])[CH3:54])=[O:51])=[CH:46][CH:45]=2)=[O:43])=[CH:40][CH:39]=1. (4) Given the product [Cl:31][C:28]1[CH:29]=[CH:30][C:25](/[C:15](/[CH2:14][Cl:13])=[CH:16]/[C:17]2[CH:22]=[CH:21][CH:20]=[CH:19][C:18]=2[Cl:23])=[C:26]([F:32])[CH:27]=1, predict the reactants needed to synthesize it. The reactants are: C(OC(=O)C)(=O)C.S(=O)(=O)(O)O.[Cl:13][CH2:14][C:15]([C:25]1[CH:30]=[CH:29][C:28]([Cl:31])=[CH:27][C:26]=1[F:32])(O)[CH2:16][C:17]1[CH:22]=[CH:21][CH:20]=[CH:19][C:18]=1[Cl:23].[Cl-].[Na+].[OH-].[Na+]. (5) Given the product [CH3:17][O:16][C:12]1[CH:11]=[C:10]([CH:15]=[CH:14][CH:13]=1)[C:9]([NH:8][C:4]1[CH:3]=[C:2]([B:22]([OH:23])[OH:21])[CH:7]=[N:6][CH:5]=1)=[O:18], predict the reactants needed to synthesize it. The reactants are: Br[C:2]1[CH:3]=[C:4]([NH:8][C:9](=[O:18])[C:10]2[CH:15]=[CH:14][CH:13]=[C:12]([O:16][CH3:17])[CH:11]=2)[CH:5]=[N:6][CH:7]=1.CC1(C)C(C)(C)[O:23][B:22](B2OC(C)(C)C(C)(C)O2)[O:21]1.C([O-])(=O)C.[K+]. (6) Given the product [N:2]1([C:8]2[CH:7]=[CH:6][C:5]([C:10]3[CH:11]=[C:12]([CH:17]=[CH:18][N:19]=3)[C:13]([O:15][CH3:16])=[O:14])=[CH:4][C:3]=2[C:1]#[N:2])[CH2:25][CH2:24][CH2:7][CH2:8][CH2:3][CH2:1]1, predict the reactants needed to synthesize it. The reactants are: [C:1]([C:3]1[CH:4]=[C:5]([C:10]2[CH:11]=[C:12]([CH:17]=[CH:18][N:19]=2)[C:13]([O:15][CH3:16])=[O:14])[CH:6]=[CH:7][C:8]=1F)#[N:2].C(O[CH2:24][CH3:25])(=O)C.